This data is from Retrosynthesis with 50K atom-mapped reactions and 10 reaction types from USPTO. The task is: Predict the reactants needed to synthesize the given product. (1) Given the product O=C1c2ccc(OCCn3ccnc3)cc2CCC1C(O)c1nccs1, predict the reactants needed to synthesize it. The reactants are: O=C1CCCc2cc(OCCn3ccnc3)ccc21.O=Cc1nccs1. (2) Given the product O=C(N[C@H]1CC[C@H]2CN(Cc3ccccc3)C[C@@H]12)C(C1CCCCC1)C1CCCCC1, predict the reactants needed to synthesize it. The reactants are: NC1CC[C@H]2CN(Cc3ccccc3)C[C@@H]12.O=C(O)C(C1CCCCC1)C1CCCCC1. (3) Given the product Cc1c[nH]c(-c2nc([C@H]3CCCN(C(=O)c4cnoc4C)C3)no2)c1, predict the reactants needed to synthesize it. The reactants are: Cc1c[nH]c(-c2nc([C@H]3CCCNC3)no2)c1.Cc1oncc1C(=O)O. (4) Given the product Nc1cccc(C(=O)N2CCOCC2)c1, predict the reactants needed to synthesize it. The reactants are: O=C(c1cccc([N+](=O)[O-])c1)N1CCOCC1. (5) Given the product CC1(C)C(=O)N(c2ccc(SC(F)(F)F)cc2)C(=O)N1Cc1ccnc(NC(=O)Oc2ccccc2)n1, predict the reactants needed to synthesize it. The reactants are: CC1(C)C(=O)N(c2ccc(SC(F)(F)F)cc2)C(=O)N1Cc1ccnc(N)n1.O=C(Cl)Oc1ccccc1. (6) Given the product O=C(O)C1CCC=CCCC1, predict the reactants needed to synthesize it. The reactants are: CC(C)(C)OC(=O)C1CCC=CCCC1.